From a dataset of Plasma protein binding rate (PPBR) regression data from AstraZeneca. Regression/Classification. Given a drug SMILES string, predict its absorption, distribution, metabolism, or excretion properties. Task type varies by dataset: regression for continuous measurements (e.g., permeability, clearance, half-life) or binary classification for categorical outcomes (e.g., BBB penetration, CYP inhibition). For this dataset (ppbr_az), we predict Y. (1) The drug is O=C(CN1CCN(CCC2CCOCC2)CC1)NC12CC3CC(CC(C3)C1)C2. The Y is 47.1 %. (2) The drug is COc1cccc(/C=C2\SC(=O)NC2=O)c1N1CCC[C@@H](N)C1. The Y is 91.6 %. (3) The compound is C[C@@H](NC1=CC(=O)CNC1)c1ccc(Nc2ncc3cc(-c4ccncc4)ccc3n2)cc1. The Y is 96.4 %. (4) The drug is CCOc1cc2ncc(C(N)=O)c(Nc3cccc(Cl)c3Cl)c2cc1N1CCCN(C)CC1. The Y is 98.4 %. (5) The molecule is OC(Cn1cncn1)(Cn1cncn1)c1ccc(F)cc1F. The Y is 14.2 %. (6) The compound is CCCC(C)(C)C[C@H](c1ccc(C(=O)O)c(Oc2cccc(Cl)c2)c1)N1CCC[C@H](n2cc(C)c(=O)[nH]c2=O)C1. The Y is 99.0 %.